This data is from NCI-60 drug combinations with 297,098 pairs across 59 cell lines. The task is: Regression. Given two drug SMILES strings and cell line genomic features, predict the synergy score measuring deviation from expected non-interaction effect. (1) Drug 1: CC(C1=C(C=CC(=C1Cl)F)Cl)OC2=C(N=CC(=C2)C3=CN(N=C3)C4CCNCC4)N. Drug 2: C1=NC2=C(N1)C(=S)N=C(N2)N. Cell line: LOX IMVI. Synergy scores: CSS=55.6, Synergy_ZIP=3.29, Synergy_Bliss=1.47, Synergy_Loewe=0.773, Synergy_HSA=3.07. (2) Drug 1: CCC1=CC2CC(C3=C(CN(C2)C1)C4=CC=CC=C4N3)(C5=C(C=C6C(=C5)C78CCN9C7C(C=CC9)(C(C(C8N6C)(C(=O)OC)O)OC(=O)C)CC)OC)C(=O)OC.C(C(C(=O)O)O)(C(=O)O)O. Drug 2: C1=CN(C=N1)CC(O)(P(=O)(O)O)P(=O)(O)O. Cell line: SW-620. Synergy scores: CSS=50.1, Synergy_ZIP=-3.12, Synergy_Bliss=-5.55, Synergy_Loewe=-23.2, Synergy_HSA=-3.36. (3) Drug 1: C1=CC(=CC=C1CC(C(=O)O)N)N(CCCl)CCCl.Cl. Drug 2: C1=CN(C=N1)CC(O)(P(=O)(O)O)P(=O)(O)O. Cell line: OVCAR-4. Synergy scores: CSS=0.655, Synergy_ZIP=-0.528, Synergy_Bliss=0.122, Synergy_Loewe=-3.52, Synergy_HSA=-3.52. (4) Drug 1: CC12CCC3C(C1CCC2=O)CC(=C)C4=CC(=O)C=CC34C. Drug 2: CC1=C(C=C(C=C1)C(=O)NC2=CC(=CC(=C2)C(F)(F)F)N3C=C(N=C3)C)NC4=NC=CC(=N4)C5=CN=CC=C5. Cell line: RXF 393. Synergy scores: CSS=40.7, Synergy_ZIP=0.0416, Synergy_Bliss=-0.223, Synergy_Loewe=-2.83, Synergy_HSA=-2.21. (5) Drug 2: C(CN)CNCCSP(=O)(O)O. Synergy scores: CSS=-0.885, Synergy_ZIP=8.33, Synergy_Bliss=10.5, Synergy_Loewe=-15.2, Synergy_HSA=2.23. Drug 1: CC1C(C(CC(O1)OC2CC(CC3=C2C(=C4C(=C3O)C(=O)C5=C(C4=O)C(=CC=C5)OC)O)(C(=O)C)O)N)O.Cl. Cell line: NCI-H226. (6) Drug 1: COC1=NC(=NC2=C1N=CN2C3C(C(C(O3)CO)O)O)N. Drug 2: CCCCCOC(=O)NC1=NC(=O)N(C=C1F)C2C(C(C(O2)C)O)O. Cell line: COLO 205. Synergy scores: CSS=5.19, Synergy_ZIP=-1.75, Synergy_Bliss=0.862, Synergy_Loewe=-2.62, Synergy_HSA=0.338.